Dataset: Forward reaction prediction with 1.9M reactions from USPTO patents (1976-2016). Task: Predict the product of the given reaction. Given the reactants [CH3:1][O:2][CH2:3][CH2:4][N:5]([CH3:32])[C:6]1[CH:11]=[CH:10][C:9]([NH:12][C:13]2[N:14]=[C:15]([O:22][C:23]3[CH:28]=[CH:27][CH:26]=[C:25]([N+:29]([O-])=O)[CH:24]=3)[C:16]3[CH:21]=[CH:20][NH:19][C:17]=3[N:18]=2)=[CH:8][N:7]=1.[H][H], predict the reaction product. The product is: [NH2:29][C:25]1[CH:24]=[C:23]([CH:28]=[CH:27][CH:26]=1)[O:22][C:15]1[C:16]2[CH:21]=[CH:20][NH:19][C:17]=2[N:18]=[C:13]([NH:12][C:9]2[CH:10]=[CH:11][C:6]([N:5]([CH2:4][CH2:3][O:2][CH3:1])[CH3:32])=[N:7][CH:8]=2)[N:14]=1.